This data is from Forward reaction prediction with 1.9M reactions from USPTO patents (1976-2016). The task is: Predict the product of the given reaction. (1) Given the reactants [C:1]([C:5]1[C:6](=[O:15])[NH:7][C:8]2[C:13]([CH:14]=1)=[CH:12][CH:11]=[CH:10][N:9]=2)([CH3:4])([CH3:3])[CH3:2].CC[O:18]C(C)=O, predict the reaction product. The product is: [C:1]([C:5]1[C:6](=[O:15])[NH:7][C:8]2[C:13]([CH:14]=1)=[CH:12][CH:11]=[CH:10][N+:9]=2[O-:18])([CH3:4])([CH3:2])[CH3:3]. (2) Given the reactants OC(C(F)(F)F)=O.[NH:8]1[CH2:11][CH:10]([NH:12][C:13](=[O:30])[CH2:14][NH:15][C:16]2[C:24]3[C:19](=[CH:20][CH:21]=[C:22]([C:25]([F:28])([F:27])[F:26])[CH:23]=3)[N:18]([CH3:29])[N:17]=2)[CH2:9]1.[CH2:31]([C:33]1[S:34][C:35]([C:38]2([OH:45])[CH2:43][CH2:42][C:41](=O)[CH2:40][CH2:39]2)=[CH:36][N:37]=1)[CH3:32], predict the reaction product. The product is: [CH2:31]([C:33]1[S:34][C:35]([C:38]2([OH:45])[CH2:39][CH2:40][CH:41]([N:8]3[CH2:9][CH:10]([NH:12][C:13](=[O:30])[CH2:14][NH:15][C:16]4[C:24]5[C:19](=[CH:20][CH:21]=[C:22]([C:25]([F:27])([F:26])[F:28])[CH:23]=5)[N:18]([CH3:29])[N:17]=4)[CH2:11]3)[CH2:42][CH2:43]2)=[CH:36][N:37]=1)[CH3:32]. (3) Given the reactants [CH3:1][C:2]1[N:7]2[CH:8]=[C:9](/[CH:11]=[CH:12]/[C:13]3[N:14]([CH3:23])[CH:15]=[C:16]([C:18]4[S:19][CH:20]=[CH:21][CH:22]=4)[N:17]=3)[N:10]=[C:6]2[N:5]=[C:4]([CH3:24])[CH:3]=1.[H][H], predict the reaction product. The product is: [CH3:1][C:2]1[N:7]2[CH:8]=[C:9]([CH2:11][CH2:12][C:13]3[N:14]([CH3:23])[CH:15]=[C:16]([C:18]4[S:19][CH:20]=[CH:21][CH:22]=4)[N:17]=3)[N:10]=[C:6]2[N:5]=[C:4]([CH3:24])[CH:3]=1. (4) Given the reactants [C:1]([O:5][C:6]([NH:8][C@@H:9]([C:17]([OH:19])=O)[CH2:10][C:11]1[CH:16]=[CH:15][CH:14]=[CH:13][CH:12]=1)=[O:7])([CH3:4])([CH3:3])[CH3:2].CCN(C(C)C)C(C)C.[CH3:29][O:30][C:31]1[CH:32]=[C:33]([C:39]2[CH2:40][C:41]([CH3:53])([CH3:52])[C:42](=[O:51])[N:43]([CH:45]3[CH2:50][CH2:49][NH:48][CH2:47][CH2:46]3)[N:44]=2)[CH:34]=[CH:35][C:36]=1[O:37][CH3:38].CCOC(C(C#N)=NOC(N1CCOCC1)=[N+](C)C)=O.F[P-](F)(F)(F)(F)F.C(=O)(O)[O-].[Na+], predict the reaction product. The product is: [CH3:29][O:30][C:31]1[CH:32]=[C:33]([C:39]2[CH2:40][C:41]([CH3:53])([CH3:52])[C:42](=[O:51])[N:43]([CH:45]3[CH2:46][CH2:47][N:48]([C:17](=[O:19])[C@H:9]([NH:8][C:6](=[O:7])[O:5][C:1]([CH3:2])([CH3:3])[CH3:4])[CH2:10][C:11]4[CH:12]=[CH:13][CH:14]=[CH:15][CH:16]=4)[CH2:49][CH2:50]3)[N:44]=2)[CH:34]=[CH:35][C:36]=1[O:37][CH3:38]. (5) Given the reactants [C:1]([O:5][C:6](=[O:28])[NH:7][C:8]1[CH:13]=[CH:12][C:11]([C:14]#[C:15][C:16]2[CH:21]=[CH:20][C:19]([O:22][C:23]([F:26])([F:25])[F:24])=[CH:18][CH:17]=2)=[CH:10][C:9]=1[NH2:27])([CH3:4])([CH3:3])[CH3:2].CC1(C)[O:35][C:34]([C:36]2[CH:37]=[C:38]([CH:41]=[CH:42][CH:43]=2)[C:39]#[N:40])=[CH:33][C:32](=O)[O:31]1, predict the reaction product. The product is: [C:1]([O:5][C:6](=[O:28])[NH:7][C:8]1[CH:13]=[CH:12][C:11]([C:14]#[C:15][C:16]2[CH:21]=[CH:20][C:19]([O:22][C:23]([F:26])([F:25])[F:24])=[CH:18][CH:17]=2)=[CH:10][C:9]=1[NH:27][C:32](=[O:31])[CH2:33][C:34]([C:36]1[CH:43]=[CH:42][CH:41]=[C:38]([C:39]#[N:40])[CH:37]=1)=[O:35])([CH3:4])([CH3:2])[CH3:3]. (6) Given the reactants O[C:2]1[N:7]=[C:6]([NH:8][C:9]2[CH:14]=[C:13]([N+:15]([O-:17])=[O:16])[CH:12]=[CH:11][C:10]=2[CH3:18])[N:5]=[C:4]([C:19]2[CH:20]=[N:21][CH:22]=[CH:23][CH:24]=2)[CH:3]=1.C(=O)([O-])[O-].[K+].[K+].P(Cl)(Cl)([Cl:33])=O, predict the reaction product. The product is: [Cl:33][C:2]1[N:7]=[C:6]([NH:8][C:9]2[CH:14]=[C:13]([N+:15]([O-:17])=[O:16])[CH:12]=[CH:11][C:10]=2[CH3:18])[N:5]=[C:4]([C:19]2[CH:20]=[N:21][CH:22]=[CH:23][CH:24]=2)[CH:3]=1. (7) Given the reactants [CH2:1]([N:8]1[CH:16]=[C:15]2[C:10]([CH:11]=[C:12]([C:17]3[CH:18]=[C:19]([C:27]4[CH:32]=[CH:31][CH:30]=[C:29]([CH2:33]Br)[CH:28]=4)[N:20]4[C:25]=3[C:24]([NH2:26])=[N:23][CH:22]=[N:21]4)[CH:13]=[CH:14]2)=[N:9]1)[C:2]1[CH:7]=[CH:6][CH:5]=[CH:4][CH:3]=1.[NH:35]1[CH2:39][CH2:38][CH:37]([OH:40])[CH2:36]1.C(N(CC)CC)C, predict the reaction product. The product is: [NH2:26][C:24]1[C:25]2=[C:17]([C:12]3[CH:11]=[CH:10][C:15]4[C:14]([CH:13]=3)=[N:9][N:8]([CH2:1][C:2]3[CH:7]=[CH:6][CH:5]=[CH:4][CH:3]=3)[CH:16]=4)[CH:18]=[C:19]([C:27]3[CH:28]=[C:29]([CH:30]=[CH:31][CH:32]=3)[CH2:33][N:35]3[CH2:39][CH2:38][CH:37]([OH:40])[CH2:36]3)[N:20]2[N:21]=[CH:22][N:23]=1.